This data is from Forward reaction prediction with 1.9M reactions from USPTO patents (1976-2016). The task is: Predict the product of the given reaction. (1) Given the reactants COCCS(F)(F)([F:11])(CCOC)N.[F:14][C:15]1[CH:16]=[C:17]([CH:40]=[CH:41][C:42]=1[F:43])[C:18]([C:32]1[CH:37]=[CH:36][C:35]([F:38])=[C:34]([F:39])[CH:33]=1)(O)[C:19]([O:21][C@@:22]12[N:29]([CH3:30])[C@@H:26]([CH2:27][CH2:28]1)[CH2:25][CH:24]=[CH:23]2)=[O:20].O.C([O-])(O)=O.[Na+], predict the reaction product. The product is: [C@@:22]12([OH:21])[N:29]([CH3:30])[C@@H:26]([CH2:27][CH2:28]1)[CH2:25][CH:24]=[CH:23]2.[F:11][C:18]([C:32]1[CH:37]=[CH:36][C:35]([F:38])=[C:34]([F:39])[CH:33]=1)([C:17]1[CH:40]=[CH:41][C:42]([F:43])=[C:15]([F:14])[CH:16]=1)[C:19]([O-:21])=[O:20]. (2) Given the reactants C([O:5][NH:6][C:7]([C:9]1[CH:14]=[C:13]([N:15]2[CH2:20][CH2:19][O:18][CH2:17][CH2:16]2)[CH:12]=[CH:11][N:10]=1)=[O:8])(C)(C)C.FC(F)(F)C(O)=O, predict the reaction product. The product is: [OH:5][NH:6][C:7]([C:9]1[CH:14]=[C:13]([N:15]2[CH2:16][CH2:17][O:18][CH2:19][CH2:20]2)[CH:12]=[CH:11][N:10]=1)=[O:8]. (3) Given the reactants [C:1]([O:5][C:6]([N:8]1[CH2:12][CH2:11][CH2:10][C@H:9]1[CH2:13]O)=[O:7])([CH3:4])([CH3:3])[CH3:2].[C:15]1(=[O:25])[NH:19][C:18](=[O:20])[C:17]2=[CH:21][CH:22]=[CH:23][CH:24]=[C:16]12.C1(P(C2C=CC=CC=2)C2C=CC=CC=2)C=CC=CC=1.N(C(OCC)=O)=NC(OCC)=O, predict the reaction product. The product is: [C:1]([O:5][C:6]([N:8]1[CH2:12][CH2:11][CH2:10][C@H:9]1[CH2:13][N:19]1[C:15](=[O:25])[C:16]2[C:17](=[CH:21][CH:22]=[CH:23][CH:24]=2)[C:18]1=[O:20])=[O:7])([CH3:2])([CH3:3])[CH3:4]. (4) The product is: [Cl:28][C:29]1[CH:34]=[C:33]([C:2]2[CH:3]=[C:4]3[C:9](=[CH:10][CH:11]=2)[N:8]=[CH:7][C:6]([C:12]([CH:14]2[CH2:16][CH2:15]2)=[O:13])=[C:5]3[N:17]2[CH2:22][CH2:21][CH:20]([CH:23]([N:25]([CH3:27])[CH3:26])[CH3:24])[CH2:19][CH2:18]2)[CH:32]=[C:31]([O:44][CH3:45])[C:30]=1[OH:46]. Given the reactants Br[C:2]1[CH:3]=[C:4]2[C:9](=[CH:10][CH:11]=1)[N:8]=[CH:7][C:6]([C:12]([CH:14]1[CH2:16][CH2:15]1)=[O:13])=[C:5]2[N:17]1[CH2:22][CH2:21][CH:20]([CH:23]([N:25]([CH3:27])[CH3:26])[CH3:24])[CH2:19][CH2:18]1.[Cl:28][C:29]1[CH:34]=[C:33](B2OC(C)(C)C(C)(C)O2)[CH:32]=[C:31]([O:44][CH3:45])[C:30]=1[OH:46], predict the reaction product. (5) Given the reactants [CH3:1][O:2][C:3]1[CH:4]=[C:5]([CH:13]2[CH2:18][NH:17][CH2:16][CH2:15][NH:14]2)[CH:6]=[C:7]([O:11][CH3:12])[C:8]=1[O:9][CH3:10].Cl[C:20]1[C:29]2[C:24](=[CH:25][C:26]([O:32][CH3:33])=[C:27]([O:30][CH3:31])[CH:28]=2)[N:23]=[CH:22][N:21]=1, predict the reaction product. The product is: [CH3:1][O:2][C:3]1[CH:4]=[C:5]([CH:13]2[NH:14][CH2:15][CH2:16][N:17]([C:20]3[C:29]4[C:24](=[CH:25][C:26]([O:32][CH3:33])=[C:27]([O:30][CH3:31])[CH:28]=4)[N:23]=[CH:22][N:21]=3)[CH2:18]2)[CH:6]=[C:7]([O:11][CH3:12])[C:8]=1[O:9][CH3:10].